From a dataset of Full USPTO retrosynthesis dataset with 1.9M reactions from patents (1976-2016). Predict the reactants needed to synthesize the given product. (1) Given the product [Cl:6][C:7]1[CH:8]=[C:9]([CH:13]=[CH:14][C:15]=1[Cl:16])[C:10]([N:3]([O:4][CH3:5])[CH3:2])=[O:11], predict the reactants needed to synthesize it. The reactants are: Cl.[CH3:2][NH:3][O:4][CH3:5].[Cl:6][C:7]1[CH:8]=[C:9]([CH:13]=[CH:14][C:15]=1[Cl:16])[C:10](Cl)=[O:11].CCN(C(C)C)C(C)C.O. (2) Given the product [C:17]([O:16][C:14]([N:11]1[CH2:12][CH2:13][CH:8]([CH2:7][O:45][C:39]2[CH:38]=[C:37]3[C:42]([C:33]([O:32][C:31]4[CH:46]=[CH:47][C:28]([NH2:27])=[C:29]([F:48])[CH:30]=4)=[CH:34][CH:35]=[N:36]3)=[CH:41][C:40]=2[C:43]#[N:44])[CH2:9][CH2:10]1)=[O:15])([CH3:20])([CH3:19])[CH3:18], predict the reactants needed to synthesize it. The reactants are: CN(C)C=O.Br[CH2:7][CH:8]1[CH2:13][CH2:12][N:11]([C:14]([O:16][C:17]([CH3:20])([CH3:19])[CH3:18])=[O:15])[CH2:10][CH2:9]1.C(=O)([O-])[O-].[K+].[K+].[NH2:27][C:28]1[CH:47]=[CH:46][C:31]([O:32][C:33]2[C:42]3[C:37](=[CH:38][C:39]([OH:45])=[C:40]([C:43]#[N:44])[CH:41]=3)[N:36]=[CH:35][CH:34]=2)=[CH:30][C:29]=1[F:48]. (3) Given the product [CH3:18][S:17][C:14]1[CH:13]=[CH:12][C:11]([NH:10][CH2:6][C:5]2[CH:8]=[CH:9][C:2]([F:1])=[CH:3][CH:4]=2)=[CH:16][N:15]=1, predict the reactants needed to synthesize it. The reactants are: [F:1][C:2]1[CH:9]=[CH:8][C:5]([CH:6]=O)=[CH:4][CH:3]=1.[NH2:10][C:11]1[CH:12]=[CH:13][C:14]([S:17][CH3:18])=[N:15][CH:16]=1.C(O[BH-](OC(=O)C)OC(=O)C)(=O)C.[Na+]. (4) Given the product [Cl:28][C:25]1[CH:24]=[CH:23][C:22]([N:17]([CH2:18][CH:19]2[CH2:21][CH2:20]2)[C:14]2[CH:15]=[CH:16][C:11]([C:10]([C:8]3[CH:7]=[CH:6][C:5]([N:66]4[C:70]([C:71]5[CH:76]=[CH:75][CH:74]=[CH:73][CH:72]=5)=[CH:69][N:68]=[N:67]4)=[C:4]([CH:9]=3)[C:3]([OH:2])=[O:31])=[O:29])=[N:12][CH:13]=2)=[CH:27][CH:26]=1, predict the reactants needed to synthesize it. The reactants are: C[O:2][C:3](=[O:31])[C:4]1[CH:9]=[C:8]([C:10](=[O:29])[C:11]2[CH:16]=[CH:15][C:14]([N:17]([C:22]3[CH:27]=[CH:26][C:25]([Cl:28])=[CH:24][CH:23]=3)[CH2:18][CH:19]3[CH2:21][CH2:20]3)=[CH:13][N:12]=2)[CH:7]=[CH:6][C:5]=1F.C(C1C=CC=CC=1)#C.COC(=O)C1C=C(C(=O)C2C=CC(N(C3C=CC(Cl)=CC=3)C)=CN=2)C=CC=1[N:66]1[C:70]([C:71]2[CH:76]=[CH:75][CH:74]=[CH:73][CH:72]=2)=[CH:69][N:68]=[N:67]1.ClC1C=CC(N(C)C2C=CC(C(C3C=CC(N4C(C5C=CC=CC=5)=CN=N4)=C(C=3)C(O)=O)=O)=NC=2)=CC=1. (5) Given the product [CH3:38][N:1]1[CH2:2][CH2:3][CH:4]([C:7]2[CH:12]=[CH:11][C:10]([NH:13][C:14]3[N:19]=[C:18]([CH2:20][CH2:21][C:22]4[C:23]([CH2:28][C:29]([NH2:31])=[O:30])=[N:24][CH:25]=[CH:26][N:27]=4)[C:17]([C:32]([F:33])([F:35])[F:34])=[CH:16][N:15]=3)=[CH:9][CH:8]=2)[CH2:5][CH2:6]1, predict the reactants needed to synthesize it. The reactants are: [NH:1]1[CH2:6][CH2:5][CH:4]([C:7]2[CH:12]=[CH:11][C:10]([NH:13][C:14]3[N:19]=[C:18]([CH2:20][CH2:21][C:22]4[C:23]([CH2:28][C:29]([NH2:31])=[O:30])=[N:24][CH:25]=[CH:26][N:27]=4)[C:17]([C:32]([F:35])([F:34])[F:33])=[CH:16][N:15]=3)=[CH:9][CH:8]=2)[CH2:3][CH2:2]1.C=O.[C:38](O[BH-](OC(=O)C)OC(=O)C)(=O)C.[Na+]. (6) Given the product [Cl:18][C:19]1[N:20]=[C:21]([N:8]2[CH2:7][CH2:6][C:5]3([CH2:1][N:2]([C:11]([O:13][C:14]([CH3:17])([CH3:16])[CH3:15])=[O:12])[CH2:3][CH2:4]3)[CH2:10][CH2:9]2)[C:22]2[O:27][CH:26]=[CH:25][C:23]=2[N:24]=1, predict the reactants needed to synthesize it. The reactants are: [CH2:1]1[C:5]2([CH2:10][CH2:9][NH:8][CH2:7][CH2:6]2)[CH2:4][CH2:3][N:2]1[C:11]([O:13][C:14]([CH3:17])([CH3:16])[CH3:15])=[O:12].[Cl:18][C:19]1[N:20]=[C:21](Cl)[C:22]2[O:27][CH:26]=[CH:25][C:23]=2[N:24]=1.O.CCOC(C)=O. (7) Given the product [C:1]([C:5]1[C:13]([NH2:14])=[CH:12][C:8]2[O:9][CH2:10][O:11][C:7]=2[CH:6]=1)([CH3:4])([CH3:2])[CH3:3], predict the reactants needed to synthesize it. The reactants are: [C:1]([C:5]1[C:13]([N+:14]([O-])=O)=[CH:12][C:8]2[O:9][CH2:10][O:11][C:7]=2[CH:6]=1)([CH3:4])([CH3:3])[CH3:2].Cl.C(O)C. (8) The reactants are: [Cl:1][C:2]1[CH:10]=[CH:9][C:5]([C:6](Cl)=[O:7])=[CH:4][N:3]=1.[CH3:11][C:12]1[C:17]([CH3:18])=[C:16]([O:19][CH2:20][CH2:21][CH3:22])[CH:15]=[CH:14][C:13]=1[C@@H:23]([N:25]1[CH2:30][C@@H:29]2[CH2:31][C@H:26]1[CH2:27][NH:28]2)[CH3:24]. Given the product [Cl:1][C:2]1[N:3]=[CH:4][C:5]([C:6]([N:28]2[CH2:27][C@@H:26]3[CH2:31][C@H:29]2[CH2:30][N:25]3[C@H:23]([C:13]2[CH:14]=[CH:15][C:16]([O:19][CH2:20][CH2:21][CH3:22])=[C:17]([CH3:18])[C:12]=2[CH3:11])[CH3:24])=[O:7])=[CH:9][CH:10]=1, predict the reactants needed to synthesize it. (9) Given the product [CH2:1]([C:3]1[N:4]=[C:5]2[N:6]3[C:7]([CH2:11][N:12]([CH2:13][CH2:14][CH2:15][CH2:16][CH2:17][NH:18][S:19]([C:22]([F:25])([F:23])[F:24])(=[O:20])=[O:21])[C:26](=[O:27])[C:33]=13)=[CH:8][CH:9]=[CH:10]2)[CH3:2], predict the reactants needed to synthesize it. The reactants are: [CH2:1]([C:3]1[N:4]=[C:5]2[CH:10]=[CH:9][CH:8]=[C:7]([CH2:11][N:12]([C:26](OC(C)(C)C)=[O:27])[CH2:13][CH2:14][CH2:15][CH2:16][CH2:17][NH:18][S:19]([C:22]([F:25])([F:24])[F:23])(=[O:21])=[O:20])[N:6]2[C:33]=1C(=O)C(Cl)(Cl)Cl)[CH3:2].I[Si](C)(C)C.C(=O)([O-])O.[Na+]. (10) Given the product [C:21]12([C:31]([O:13][CH:10]3[CH2:11][O:12][CH:7]([C:1]4[CH:2]=[CH:3][CH:4]=[CH:5][CH:6]=4)[O:8][CH2:9]3)=[O:32])[CH2:28][CH:27]3[CH2:26][CH:25]([CH2:24][CH:23]([CH2:29]3)[CH2:22]1)[CH2:30]2, predict the reactants needed to synthesize it. The reactants are: [C:1]1([CH:7]2[O:12][CH2:11][CH:10]([OH:13])[CH2:9][O:8]2)[CH:6]=[CH:5][CH:4]=[CH:3][CH:2]=1.C(N(CC)CC)C.[C:21]12([C:31](Cl)=[O:32])[CH2:30][CH:25]3[CH2:26][CH:27]([CH2:29][CH:23]([CH2:24]3)[CH2:22]1)[CH2:28]2.